The task is: Predict the reaction yield, written as a fraction of the theoretical maximum amount of product (1.0 means a 100% yield; for example, 0.34 means a 34% yield).. This data is from Reaction yield outcomes from USPTO patents with 853,638 reactions. (1) The reactants are F[C:2]1[CH:9]=[CH:8][C:5]([C:6]#[N:7])=[CH:4][CH:3]=1.[Br:10][C:11]1[CH:16]=[CH:15][C:14]([OH:17])=[CH:13][CH:12]=1.C(=O)([O-])[O-].[K+].[K+]. The catalyst is CN(C=O)C. The product is [C:6]([C:5]1[CH:8]=[CH:9][C:2]([O:17][C:14]2[CH:15]=[CH:16][C:11]([Br:10])=[CH:12][CH:13]=2)=[CH:3][CH:4]=1)#[N:7]. The yield is 0.872. (2) The reactants are C(=O)([O-])[O-].[K+].[K+].[I-].[K+].[CH3:9][O:10][C:11]1[CH:16]=[CH:15][C:14]([N:17]2[C:21]([C:22]3[CH:27]=[CH:26][C:25]([O:28][CH3:29])=[CH:24][CH:23]=3)=[N:20][C:19]([OH:30])=[N:18]2)=[CH:13][CH:12]=1.Cl[CH2:32][C:33]1[N:37]=[CH:36][O:35][N:34]=1. The catalyst is CN(C)C=O.O.C(OCC)(=O)C. The product is [CH3:9][O:10][C:11]1[CH:12]=[CH:13][C:14]([N:17]2[C:21]([C:22]3[CH:27]=[CH:26][C:25]([O:28][CH3:29])=[CH:24][CH:23]=3)=[N:20][C:19]([O:30][CH2:32][C:33]3[N:37]=[CH:36][O:35][N:34]=3)=[N:18]2)=[CH:15][CH:16]=1. The yield is 0.431. (3) The reactants are [CH3:1][C:2]1[N:11]=[C:10]([N:12]([C:14]2[CH:19]=[CH:18][C:17](N)=[CH:16][CH:15]=2)[CH3:13])[C:9]2[C:4](=[CH:5][CH:6]=[CH:7][CH:8]=2)[N:3]=1.[CH2:21]=O.[C:23]([BH3-])#[N:24].[Na+]. The yield is 0.800. The product is [CH3:21][N:24]([CH3:23])[C:17]1[CH:18]=[CH:19][C:14]([N:12]([C:10]2[C:9]3[C:4](=[CH:5][CH:6]=[CH:7][CH:8]=3)[N:3]=[C:2]([CH3:1])[N:11]=2)[CH3:13])=[CH:15][CH:16]=1. The catalyst is CC(OCC1C2C(=CC=CC=2)C(COC(C)=O)=C2C=1C=CC=C2)=O. (4) The reactants are [OH:1][C:2]1[CH:10]=[C:9]2[C:5]([CH:6]=[CH:7][NH:8]2)=[CH:4][CH:3]=1.[Si:11](Cl)([C:14]([CH3:17])([CH3:16])[CH3:15])([CH3:13])[CH3:12].N1C=CN=C1.CN(C)C=O. The catalyst is C(OCC)(=O)C. The product is [O:1]([C:2]1[CH:10]=[C:9]2[C:5]([CH:6]=[CH:7][NH:8]2)=[CH:4][CH:3]=1)[Si:11]([C:14]([CH3:17])([CH3:16])[CH3:15])([CH3:13])[CH3:12]. The yield is 0.880.